From a dataset of NCI-60 drug combinations with 297,098 pairs across 59 cell lines. Regression. Given two drug SMILES strings and cell line genomic features, predict the synergy score measuring deviation from expected non-interaction effect. (1) Drug 1: CC=C1C(=O)NC(C(=O)OC2CC(=O)NC(C(=O)NC(CSSCCC=C2)C(=O)N1)C(C)C)C(C)C. Drug 2: C1CN(P(=O)(OC1)NCCCl)CCCl. Cell line: HL-60(TB). Synergy scores: CSS=76.7, Synergy_ZIP=9.47, Synergy_Bliss=4.39, Synergy_Loewe=-43.8, Synergy_HSA=3.45. (2) Drug 1: C(CC(=O)O)C(=O)CN.Cl. Drug 2: CC(C)CN1C=NC2=C1C3=CC=CC=C3N=C2N. Cell line: SF-539. Synergy scores: CSS=13.1, Synergy_ZIP=-3.77, Synergy_Bliss=-2.57, Synergy_Loewe=-0.226, Synergy_HSA=-0.744. (3) Drug 1: CC1C(C(CC(O1)OC2CC(CC3=C2C(=C4C(=C3O)C(=O)C5=C(C4=O)C(=CC=C5)OC)O)(C(=O)C)O)N)O.Cl. Drug 2: C1=NC2=C(N=C(N=C2N1C3C(C(C(O3)CO)O)O)F)N. Cell line: MALME-3M. Synergy scores: CSS=23.7, Synergy_ZIP=-6.93, Synergy_Bliss=0.674, Synergy_Loewe=-8.81, Synergy_HSA=-0.932.